Task: Regression/Classification. Given a drug SMILES string, predict its absorption, distribution, metabolism, or excretion properties. Task type varies by dataset: regression for continuous measurements (e.g., permeability, clearance, half-life) or binary classification for categorical outcomes (e.g., BBB penetration, CYP inhibition). For this dataset (lipophilicity_astrazeneca), we predict Y.. Dataset: Experimental lipophilicity measurements (octanol/water distribution) for 4,200 compounds from AstraZeneca (1) The Y is 3.88 logD. The drug is CCn1cc(NC(=O)Cc2ccc(Oc3ccnc4ccc(F)cc34)cc2OC)cn1. (2) The compound is CCCCCc1cc(=O)[nH]c(N)n1. The Y is 1.62 logD. (3) The compound is CCOc1noc2cc(OCCC3CCN(c4ccc(C)nn4)CC3)ccc12. The Y is 4.23 logD. (4) The drug is N#Cc1c(C(=O)O)n(Cc2ccc(Cl)c(Cl)c2)c2ccccc12. The Y is 1.26 logD. (5) The molecule is Cc1cc(C)cc(-c2[nH]c3ccc(C(C)(C)C(=O)N4C5CCC4CC5)cc3c2[C@H](C)CNCCc2ccncc2)c1. The Y is 4.35 logD. (6) The molecule is O=[N+]([O-])c1ccc(C=NO)o1. The Y is 1.31 logD. (7) The compound is C[C@H]1COCCN1c1nc(N2CCOC[C@@H]2C)c2ccc(-c3cccc(C(=O)NCCO)c3)nc2n1. The Y is 2.49 logD. (8) The molecule is COc1cc(N2CCN(C(=O)[C@@H]3CCCC[C@H]3C(=O)NC3(C#N)CC3)[C@H](C)C2)ccc1C1CC1. The Y is 3.49 logD. (9) The Y is 1.82 logD. The drug is CN[C@@H](C)C(=O)N[C@H]1CN(C(=O)CC(C)C)CC[C@H]2CC[C@@H](C(=O)NC(c3ccccc3)c3ccccc3)N2C1=O.